Dataset: Forward reaction prediction with 1.9M reactions from USPTO patents (1976-2016). Task: Predict the product of the given reaction. (1) Given the reactants [F:1][C:2]1C2N=COC=2[C:5]([NH:11][S:12]([C:15]2([CH2:18]C=C)[CH2:17][CH2:16]2)(=[O:14])=[O:13])=[C:4]([NH:21][C:22]2[CH:27]=[CH:26][C:25]([I:28])=[CH:24][C:23]=2[F:29])[C:3]=1[F:30].C[N+:32]1([O-])[CH2:37][CH2:36][O:35][CH2:34]C1.[OH2:39].[CH2:40]1[CH2:44][O:43]CC1, predict the reaction product. The product is: [F:1][C:2]1[C:37]2[N:32]=[CH:34][O:35][C:36]=2[C:5]([NH:11][S:12]([C:15]2([CH2:18][CH:40]([OH:39])[CH2:44][OH:43])[CH2:17][CH2:16]2)(=[O:13])=[O:14])=[C:4]([NH:21][C:22]2[CH:27]=[CH:26][C:25]([I:28])=[CH:24][C:23]=2[F:29])[C:3]=1[F:30]. (2) The product is: [CH2:1]([O:3][C:4]([C:6]1([C:9]2[CH:14]=[CH:13][C:12]([C:15]3[CH:20]=[CH:19][C:18]([C:21]4[S:22][C:23]([F:29])=[CH:24][C:25]=4[NH:34][C:37]([O:65][C@@H:63]([C:58]4[CH:59]=[CH:60][CH:61]=[CH:62][C:57]=4[Cl:56])[CH3:64])=[O:46])=[CH:17][C:16]=3[O:30][CH3:31])=[CH:11][CH:10]=2)[CH2:7][CH2:8]1)=[O:5])[CH3:2]. Given the reactants [CH2:1]([O:3][C:4]([C:6]1([C:9]2[CH:14]=[CH:13][C:12]([C:15]3[CH:20]=[CH:19][C:18]([C:21]4[S:22][C:23]([F:29])=[CH:24][C:25]=4C(O)=O)=[CH:17][C:16]=3[O:30][CH3:31])=[CH:11][CH:10]=2)[CH2:8][CH2:7]1)=[O:5])[CH3:2].C([N:34]([CH2:37]C)CC)C.C1(P(N=[N+]=[N-])(C2C=CC=CC=2)=[O:46])C=CC=CC=1.[Cl:56][C:57]1[CH:62]=[CH:61][CH:60]=[CH:59][C:58]=1[C@H:63]([OH:65])[CH3:64], predict the reaction product.